Dataset: Peptide-MHC class I binding affinity with 185,985 pairs from IEDB/IMGT. Task: Regression. Given a peptide amino acid sequence and an MHC pseudo amino acid sequence, predict their binding affinity value. This is MHC class I binding data. (1) The peptide sequence is RARKRGITL. The MHC is HLA-B39:01 with pseudo-sequence HLA-B39:01. The binding affinity (normalized) is 0.0847. (2) The peptide sequence is GPSHKARVL. The binding affinity (normalized) is 0.0161. The MHC is HLA-A31:01 with pseudo-sequence HLA-A31:01. (3) The peptide sequence is IISTNTLGK. The MHC is HLA-B08:03 with pseudo-sequence HLA-B08:03. The binding affinity (normalized) is 0.0847. (4) The peptide sequence is ALSMADIFI. The MHC is HLA-A31:01 with pseudo-sequence HLA-A31:01. The binding affinity (normalized) is 0.0847. (5) The binding affinity (normalized) is 0.0847. The MHC is HLA-A03:01 with pseudo-sequence HLA-A03:01. The peptide sequence is ALSMGINTV. (6) The peptide sequence is AAHARFVAA. The MHC is HLA-B44:03 with pseudo-sequence HLA-B44:03. The binding affinity (normalized) is 0. (7) The peptide sequence is VPISHLYIL. The MHC is HLA-B51:01 with pseudo-sequence HLA-B51:01. The binding affinity (normalized) is 0.593.